Dataset: Experimentally validated miRNA-target interactions with 360,000+ pairs, plus equal number of negative samples. Task: Binary Classification. Given a miRNA mature sequence and a target amino acid sequence, predict their likelihood of interaction. (1) The miRNA is mmu-miR-16-5p with sequence UAGCAGCACGUAAAUAUUGGCG. The protein sequence of the target gene is MASMRESDTGLWLHNKLGATDELWAPPSIASLLTAAVIDNIRLCFHRLSSAVKLKLLLGTLHLPRRTVDEMKAALMDIIQLATLDSDPWVLMVADILKSFPDTGSLNLDLEEQNPNVQDILGELREKVSECEASAMLPLECQYLNKNALTTLAGPLTPPVKHFQLKRKPKSATLRAELLQKSTETAQQLKRSAGVPFHAKGRGLLRKMDTTTPLKGIPKQAPFRSPTTPSVFSPSGNRTPIPPSRTPLQKERGVKLLDISELNTVGAGREAKRRRKTLDTEVVEKPTKEETVVENATPDY.... Result: 0 (no interaction). (2) The miRNA is rno-miR-16-5p with sequence UAGCAGCACGUAAAUAUUGGCG. The protein sequence of the target gene is MLKPKDLCPRAGTRTFLEAMQAGKVHLARFVLDALDRSIIDCRAEQGRTPLMVAVGLPDPAMRSRFVRLLLEQGAAVNLRDERGRTALSLACERGHLDAVQLLVQFSGDPEATDSAGNSPVMWAAACGHGAVLEFLVRSFRRLGLRLDRTNRAGLTALQLAASRGHGTCVQALTGPWGRAAAAAAARGSNSDSPPGHPAPAPSPERRRPSPRRLPRPLLARFARAAGGHGHGHGHGHGHGGELASAGKGSVRYRAQGNERPELGRSMSLALGTMTEEETARLRAGALMARPNSPQSSGSG.... Result: 0 (no interaction). (3) The miRNA is hsa-miR-6893-3p with sequence CCCUGCUGCCUUCACCUGCCAG. The protein sequence of the target gene is MRPLCVTCWWLGLLAAMGAVAGQEDGFEGTEEGSPREFIYLNRYKRAGESQDKCTYTFIVPQQRVTGAICVNSKEPEVLLENRVHKQELELLNNELLKQKRQIETLQQLVEVDGGIVSEVKLLRKESRNMNSRVTQLYMQLLHEIIRKRDNALELSQLENRILNQTADMLQLASKYKDLEHKYQHLATLAHNQSEIIAQLEEHCQRVPSARPVPQPPPAAPPRVYQPPTYNRIINQISTNEIQSDQNLKVLPPPLPTMPTLTSLPSSTDKPSGPWRDCLQALEDGHDTSSIYLVKPENTN.... Result: 0 (no interaction).